This data is from Forward reaction prediction with 1.9M reactions from USPTO patents (1976-2016). The task is: Predict the product of the given reaction. Given the reactants P(Cl)(Cl)(Cl)=O.[C:6]([O:9][CH2:10][CH:11]([NH:26][C:27](=O)[C:28]1[CH:33]=[CH:32][CH:31]=[CH:30][CH:29]=1)[CH2:12][C:13]1[CH:14]=[C:15]([O:24][CH3:25])[C:16]2[O:20][C:19]([CH3:22])([CH3:21])[CH2:18][C:17]=2[CH:23]=1)(=[O:8])[CH3:7].O.N, predict the reaction product. The product is: [C:6]([O:9][CH2:10][CH:11]1[CH2:12][C:13]2[C:23](=[C:17]3[CH2:18][C:19]([CH3:22])([CH3:21])[O:20][C:16]3=[C:15]([O:24][CH3:25])[CH:14]=2)[C:27]([C:28]2[CH:29]=[CH:30][CH:31]=[CH:32][CH:33]=2)=[N:26]1)(=[O:8])[CH3:7].